From a dataset of HIV replication inhibition screening data with 41,000+ compounds from the AIDS Antiviral Screen. Binary Classification. Given a drug SMILES string, predict its activity (active/inactive) in a high-throughput screening assay against a specified biological target. The molecule is COc1ccc(C=C(C#N)c2ccc(Cl)cc2)cc1OC. The result is 0 (inactive).